This data is from Full USPTO retrosynthesis dataset with 1.9M reactions from patents (1976-2016). The task is: Predict the reactants needed to synthesize the given product. (1) Given the product [Br:13][C:8]1[C:7]2[O:6][CH:5]=[CH:4][C:12]=2[CH:11]=[CH:10][CH:9]=1, predict the reactants needed to synthesize it. The reactants are: C(O[CH:4](OCC)[CH2:5][O:6][C:7]1[CH:12]=[CH:11][CH:10]=[CH:9][C:8]=1[Br:13])C.[OH-].[Na+].CCOCC. (2) Given the product [F:20][C:10]([C:7]1[CH:8]=[CH:9][N:4]2[CH:3]=[CH:2][N:1]=[C:5]2[N:6]=1)([CH3:12])[CH3:11], predict the reactants needed to synthesize it. The reactants are: [N:1]1[CH:2]=[CH:3][N:4]2[CH:9]=[CH:8][C:7]([C:10](O)([CH3:12])[CH3:11])=[N:6][C:5]=12.C(N(S(F)(F)[F:20])CC)C.